From a dataset of Catalyst prediction with 721,799 reactions and 888 catalyst types from USPTO. Predict which catalyst facilitates the given reaction. (1) Reactant: [OH:1][C:2]1[CH:9]=[CH:8][C:7]([O:10][C:11]([F:14])([F:13])[F:12])=[CH:6][C:3]=1[CH:4]=[O:5].C1C(=O)N([I:22])C(=O)C1.S([O-])([O-])(=O)=S.[Na+].[Na+]. Product: [OH:1][C:2]1[C:9]([I:22])=[CH:8][C:7]([O:10][C:11]([F:12])([F:13])[F:14])=[CH:6][C:3]=1[CH:4]=[O:5]. The catalyst class is: 3. (2) Reactant: [CH2:1]([N:3]([CH2:30][CH3:31])[CH2:4][CH2:5][N:6]([CH2:24][CH:25](OC)[O:26]C)[C:7](=[O:23])[CH2:8][CH2:9][O:10][CH2:11][CH2:12][C:13]1[C:22]2[C:17](=[CH:18][CH:19]=[CH:20][CH:21]=2)[CH:16]=[CH:15][CH:14]=1)[CH3:2].FC(F)(F)C(O)=O. Product: [CH2:30]([N:3]([CH2:1][CH3:2])[CH2:4][CH2:5][N:6]([CH2:24][CH:25]=[O:26])[C:7](=[O:23])[CH2:8][CH2:9][O:10][CH2:11][CH2:12][C:13]1[C:22]2[C:17](=[CH:18][CH:19]=[CH:20][CH:21]=2)[CH:16]=[CH:15][CH:14]=1)[CH3:31]. The catalyst class is: 2.